Task: Regression/Classification. Given a drug SMILES string, predict its absorption, distribution, metabolism, or excretion properties. Task type varies by dataset: regression for continuous measurements (e.g., permeability, clearance, half-life) or binary classification for categorical outcomes (e.g., BBB penetration, CYP inhibition). Dataset: cyp1a2_veith.. Dataset: CYP1A2 inhibition data for predicting drug metabolism from PubChem BioAssay (1) The drug is CC1=CC(=C2C(=O)c3ccccc3C2=O)C=C(C)O1. The result is 1 (inhibitor). (2) The drug is COc1ccc2[nH]c3c(c2c1)CCN=C3C. The result is 1 (inhibitor).